From a dataset of Peptide-MHC class II binding affinity with 134,281 pairs from IEDB. Regression. Given a peptide amino acid sequence and an MHC pseudo amino acid sequence, predict their binding affinity value. This is MHC class II binding data. (1) The peptide sequence is YEAFVLHFSEALRII. The MHC is DRB3_0101 with pseudo-sequence DRB3_0101. The binding affinity (normalized) is 0.645. (2) The peptide sequence is KEIYNYMEPYVSKNP. The MHC is HLA-DPA10201-DPB10101 with pseudo-sequence HLA-DPA10201-DPB10101. The binding affinity (normalized) is 0.439. (3) The peptide sequence is NVVKSGIFLSVAAGN. The MHC is DRB1_1501 with pseudo-sequence DRB1_1501. The binding affinity (normalized) is 0.580. (4) The peptide sequence is TKKFDEVVKANGGYL. The MHC is DRB3_0202 with pseudo-sequence DRB3_0202. The binding affinity (normalized) is 0.301. (5) The peptide sequence is NDVSTYASGKVWGQK. The MHC is HLA-DPA10201-DPB10101 with pseudo-sequence HLA-DPA10201-DPB10101. The binding affinity (normalized) is 0.216. (6) The peptide sequence is LIIGALAGSTLAALVIGGIA. The MHC is DRB1_1101 with pseudo-sequence DRB1_1101. The binding affinity (normalized) is 0. (7) The peptide sequence is SLYHVYEVNLVSE. The MHC is DRB1_0401 with pseudo-sequence DRB1_0401. The binding affinity (normalized) is 0.297. (8) The binding affinity (normalized) is 0.297. The MHC is HLA-DQA10301-DQB10302 with pseudo-sequence HLA-DQA10301-DQB10302. The peptide sequence is EQDLELSWNLNGLQAY.